Dataset: NCI-60 drug combinations with 297,098 pairs across 59 cell lines. Task: Regression. Given two drug SMILES strings and cell line genomic features, predict the synergy score measuring deviation from expected non-interaction effect. (1) Drug 1: COC1=C2C(=CC3=C1OC=C3)C=CC(=O)O2. Drug 2: COCCOC1=C(C=C2C(=C1)C(=NC=N2)NC3=CC=CC(=C3)C#C)OCCOC.Cl. Cell line: UO-31. Synergy scores: CSS=11.0, Synergy_ZIP=4.14, Synergy_Bliss=1.69, Synergy_Loewe=-10.4, Synergy_HSA=-3.90. (2) Drug 1: CC1CCC2CC(C(=CC=CC=CC(CC(C(=O)C(C(C(=CC(C(=O)CC(OC(=O)C3CCCCN3C(=O)C(=O)C1(O2)O)C(C)CC4CCC(C(C4)OC)O)C)C)O)OC)C)C)C)OC. Drug 2: CC1=C(N=C(N=C1N)C(CC(=O)N)NCC(C(=O)N)N)C(=O)NC(C(C2=CN=CN2)OC3C(C(C(C(O3)CO)O)O)OC4C(C(C(C(O4)CO)O)OC(=O)N)O)C(=O)NC(C)C(C(C)C(=O)NC(C(C)O)C(=O)NCCC5=NC(=CS5)C6=NC(=CS6)C(=O)NCCC[S+](C)C)O. Cell line: SR. Synergy scores: CSS=81.7, Synergy_ZIP=1.34, Synergy_Bliss=1.47, Synergy_Loewe=3.87, Synergy_HSA=4.96. (3) Drug 1: C1CCC(C1)C(CC#N)N2C=C(C=N2)C3=C4C=CNC4=NC=N3. Drug 2: C1CC(C1)(C(=O)O)C(=O)O.[NH2-].[NH2-].[Pt+2]. Cell line: MOLT-4. Synergy scores: CSS=58.5, Synergy_ZIP=-4.36, Synergy_Bliss=-5.49, Synergy_Loewe=-13.9, Synergy_HSA=-3.80. (4) Drug 1: CCC1(CC2CC(C3=C(CCN(C2)C1)C4=CC=CC=C4N3)(C5=C(C=C6C(=C5)C78CCN9C7C(C=CC9)(C(C(C8N6C=O)(C(=O)OC)O)OC(=O)C)CC)OC)C(=O)OC)O.OS(=O)(=O)O. Drug 2: CN1C2=C(C=C(C=C2)N(CCCl)CCCl)N=C1CCCC(=O)O.Cl. Cell line: SK-MEL-5. Synergy scores: CSS=9.29, Synergy_ZIP=-2.09, Synergy_Bliss=-2.59, Synergy_Loewe=3.53, Synergy_HSA=0.442.